Predict the reactants needed to synthesize the given product. From a dataset of Full USPTO retrosynthesis dataset with 1.9M reactions from patents (1976-2016). Given the product [CH2:2]([O:3][C:4](=[O:5])[CH:6]([C:7](=[O:8])[C:9]1[CH:10]=[CH:11][CH:12]=[CH:13][CH:14]=1)[CH2:16][C:17]([CH:19]1[CH2:24][CH2:23][CH2:22][CH2:21][CH2:20]1)=[O:18])[CH3:1], predict the reactants needed to synthesize it. The reactants are: [CH3:1][CH2:2][O:3][C:4]([CH2:6][C:7]([C:9]1[CH:14]=[CH:13][CH:12]=[CH:11][CH:10]=1)=[O:8])=[O:5].Br[CH2:16][C:17]([CH:19]1[CH2:24][CH2:23][CH2:22][CH2:21][CH2:20]1)=[O:18].C(OCC)(=O)C.